Dataset: Full USPTO retrosynthesis dataset with 1.9M reactions from patents (1976-2016). Task: Predict the reactants needed to synthesize the given product. (1) Given the product [OH:11][C@H:10]([C:12]1[C:13]([CH3:22])=[C:14]2[C:18](=[CH:19][CH:20]=1)[C:17](=[O:21])[O:16][CH2:15]2)[CH2:9][N:6]1[CH2:7][CH2:8][CH:3]([NH:2][C:28]2[CH:27]=[CH:26][C:25]([C:23]#[N:24])=[CH:30][N:29]=2)[CH2:4][CH2:5]1, predict the reactants needed to synthesize it. The reactants are: Cl.[NH2:2][CH:3]1[CH2:8][CH2:7][N:6]([CH2:9][C@@H:10]([C:12]2[C:13]([CH3:22])=[C:14]3[C:18](=[CH:19][CH:20]=2)[C:17](=[O:21])[O:16][CH2:15]3)[OH:11])[CH2:5][CH2:4]1.[C:23]([C:25]1[CH:26]=[CH:27][C:28](F)=[N:29][CH:30]=1)#[N:24].CCN(C(C)C)C(C)C. (2) Given the product [CH3:24][O:23][C:14]1[CH:13]=[C:12]2[C:17](=[C:16]3[CH2:18][C:19]([CH3:22])([CH3:21])[O:20][C:15]=13)[C:8]([C:4]1[CH:3]=[C:2]([C:35]3[CH:41]=[CH:40][C:38]([NH2:39])=[CH:37][CH:36]=3)[CH:7]=[CH:6][CH:5]=1)=[N:9][CH2:10][C:11]2([CH3:26])[CH3:25], predict the reactants needed to synthesize it. The reactants are: Br[C:2]1[CH:3]=[C:4]([C:8]2[C:17]3[C:12](=[CH:13][C:14]([O:23][CH3:24])=[C:15]4[O:20][C:19]([CH3:22])([CH3:21])[CH2:18][C:16]4=3)[C:11]([CH3:26])([CH3:25])[CH2:10][N:9]=2)[CH:5]=[CH:6][CH:7]=1.CC1(C)C(C)(C)OB([C:35]2[CH:41]=[CH:40][C:38]([NH2:39])=[CH:37][CH:36]=2)O1.C(=O)([O-])[O-].[Na+].[Na+]. (3) Given the product [Cl:26][C:23]1[CH:24]=[CH:25][C:20]([C:18]([NH:17][CH:13]([CH2:12][C:7]2[C:5]3[C:4](=[CH:3][CH:2]=[CH:1][CH:6]=3)[NH:11][C:9](=[O:10])[CH:8]=2)[C:14]([O:16][CH2:28][CH2:29][N:30]2[CH2:34][CH2:33][CH2:32][C:31]2=[O:35])=[O:15])=[O:19])=[CH:21][CH:22]=1, predict the reactants needed to synthesize it. The reactants are: [CH:1]1[CH:2]=[CH:3][C:4]2[NH:11][C:9](=[O:10])[CH:8]=[C:7]([CH2:12][CH:13]([NH:17][C:18]([C:20]3[CH:21]=[CH:22][C:23]([Cl:26])=[CH:24][CH:25]=3)=[O:19])[C:14]([OH:16])=[O:15])[C:5]=2[CH:6]=1.Br[CH2:28][CH2:29][N:30]1[CH2:34][CH2:33][CH2:32][C:31]1=[O:35]. (4) Given the product [C:14]([C:18]1[CH:23]=[CH:22][C:21]([C:2]2[CH:7]=[CH:6][CH:5]=[C:4]([C:8]3[CH:13]=[CH:12][CH:11]=[CH:10][N:9]=3)[CH:3]=2)=[CH:20][CH:19]=1)([CH3:17])([CH3:16])[CH3:15], predict the reactants needed to synthesize it. The reactants are: Br[C:2]1[CH:3]=[C:4]([C:8]2[CH:13]=[CH:12][CH:11]=[CH:10][N:9]=2)[CH:5]=[CH:6][CH:7]=1.[C:14]([C:18]1[CH:23]=[CH:22][C:21](B(O)O)=[CH:20][CH:19]=1)([CH3:17])([CH3:16])[CH3:15].C([O-])([O-])=O.[K+].[K+].COCCOC. (5) Given the product [C:1]([C:3]1[CH:4]=[C:5]([C:16]2[CH:15]=[C:14]3[C:19](=[CH:18][CH:17]=2)[NH:11][C:12](=[O:27])[C:13]23[CH2:23][CH2:22][CH2:21][CH2:20]2)[CH:6]=[C:7]([F:9])[CH:8]=1)#[N:2], predict the reactants needed to synthesize it. The reactants are: [C:1]([C:3]1[CH:4]=[C:5](Br)[CH:6]=[C:7]([F:9])[CH:8]=1)#[N:2].[NH:11]1[C:19]2[C:14](=[CH:15][CH:16]=[CH:17][CH:18]=2)[C:13]2([CH:23](B(O)O)[CH2:22][CH2:21][CH2:20]2)[C:12]1=[O:27].C(=O)([O-])[O-].[Na+].[Na+].[OH-].[Na+]. (6) Given the product [F:1][C:2]([F:35])([F:34])[C:3]1[CH:4]=[C:5]([C:13]([CH3:33])([CH3:32])[C:14]([N:16]([C:18]2[CH:19]=[N:20][C:21]([I:31])=[CH:22][C:23]=2[C:24]2[CH:29]=[CH:28][C:27]([F:36])=[CH:26][CH:25]=2)[CH3:17])=[O:15])[CH:6]=[C:7]([C:9]([F:12])([F:11])[F:10])[CH:8]=1, predict the reactants needed to synthesize it. The reactants are: [F:1][C:2]([F:35])([F:34])[C:3]1[CH:4]=[C:5]([C:13]([CH3:33])([CH3:32])[C:14]([N:16]([C:18]2[CH:19]=[N:20][C:21]([I:31])=[CH:22][C:23]=2[C:24]2[CH:29]=[CH:28][CH:27]=[CH:26][C:25]=2Cl)[CH3:17])=[O:15])[CH:6]=[C:7]([C:9]([F:12])([F:11])[F:10])[CH:8]=1.[F:36]C(F)(F)C1C=C(C(C)(C)C(N(C2C=NC(Cl)=CC=2C2C=CC(F)=CC=2)C)=O)C=C(C(F)(F)F)C=1. (7) Given the product [C:28]([O:32][C:33]([NH:35][CH2:36][C:37]([O:10][C@H:9]([C:11]1[CH:16]=[CH:15][C:14]([O:17][CH:18]([F:20])[F:19])=[C:13]([O:21][CH2:22][CH:23]2[CH2:25][CH2:24]2)[CH:12]=1)[CH2:8][C:7]1[C:6]([Cl:26])=[CH:5][N+:4]([O-:27])=[CH:3][C:2]=1[Cl:1])=[O:38])=[O:34])([CH3:31])([CH3:30])[CH3:29], predict the reactants needed to synthesize it. The reactants are: [Cl:1][C:2]1[CH:3]=[N+:4]([O-:27])[CH:5]=[C:6]([Cl:26])[C:7]=1[CH2:8][C@@H:9]([C:11]1[CH:16]=[CH:15][C:14]([O:17][CH:18]([F:20])[F:19])=[C:13]([O:21][CH2:22][CH:23]2[CH2:25][CH2:24]2)[CH:12]=1)[OH:10].[C:28]([O:32][C:33]([NH:35][CH2:36][C:37](O)=[O:38])=[O:34])([CH3:31])([CH3:30])[CH3:29].C(Cl)CCl.